This data is from Full USPTO retrosynthesis dataset with 1.9M reactions from patents (1976-2016). The task is: Predict the reactants needed to synthesize the given product. (1) Given the product [Br:1][C:2]1[CH:3]=[C:4]([NH2:10])[C:5]([NH:6][CH3:7])=[CH:8][CH:9]=1, predict the reactants needed to synthesize it. The reactants are: [Br:1][C:2]1[CH:9]=[CH:8][C:5]([NH:6][CH3:7])=[C:4]([N+:10]([O-])=O)[CH:3]=1.O.O.Cl[Sn]Cl.[OH-].[Na+]. (2) Given the product [CH2:35]([S:36]([NH:39][C:25]([CH:22]1[CH2:21][CH2:20][N:19]([C:9]2[C:8]([F:28])=[CH:7][C:6]([C:4]([O:3][CH2:1][CH3:2])=[O:5])=[C:11]([CH2:12][N:13]3[CH2:17][CH2:16][CH2:15][C:14]3=[O:18])[N:10]=2)[CH2:24][CH2:23]1)=[O:27])(=[O:38])=[O:37])[C:29]1[CH:34]=[CH:33][CH:32]=[CH:31][CH:30]=1, predict the reactants needed to synthesize it. The reactants are: [CH2:1]([O:3][C:4]([C:6]1[CH:7]=[C:8]([F:28])[C:9]([N:19]2[CH2:24][CH2:23][CH:22]([C:25]([OH:27])=O)[CH2:21][CH2:20]2)=[N:10][C:11]=1[CH2:12][N:13]1[CH2:17][CH2:16][CH2:15][C:14]1=[O:18])=[O:5])[CH3:2].[C:29]1([CH2:35][S:36]([NH2:39])(=[O:38])=[O:37])[CH:34]=[CH:33][CH:32]=[CH:31][CH:30]=1. (3) Given the product [Br:1][C:2]1[CH:10]=[C:6]([C:7]([N:14]=[S:12]([C:15]2[CH:16]=[C:17]([CH2:21][C:22]([O:24][CH3:25])=[O:23])[CH:18]=[CH:19][CH:20]=2)([CH3:11])=[O:13])=[O:9])[CH:5]=[N:4][CH:3]=1, predict the reactants needed to synthesize it. The reactants are: [Br:1][C:2]1[CH:3]=[N:4][CH:5]=[C:6]([CH:10]=1)[C:7]([OH:9])=O.[CH3:11][S:12]([C:15]1[CH:16]=[C:17]([CH2:21][C:22]([O:24][CH3:25])=[O:23])[CH:18]=[CH:19][CH:20]=1)(=[NH:14])=[O:13].Cl.CN(C)CCCN=C=NCC.CCOC(C)=O. (4) Given the product [CH:20]([OH:22])=[O:21].[CH:1]1[C:11]2[CH2:10][C:9]3([CH2:15][CH2:14][CH:13]([N:16]4[CH2:19][CH:18]([C:20]([OH:22])=[O:21])[CH2:17]4)[CH2:12]3)[C:8]3[CH:24]=[CH:25][CH:26]=[CH:27][C:7]=3[CH2:6][C:5]=2[CH:4]=[CH:3][CH:2]=1, predict the reactants needed to synthesize it. The reactants are: [CH:1]1[C:11]2[CH2:10][C:9]3([CH2:15][CH2:14][CH:13]([N:16]4[CH2:19][CH:18]([C:20]([O:22]C)=[O:21])[CH2:17]4)[CH2:12]3)[C:8]3[CH:24]=[CH:25][CH:26]=[CH:27][C:7]=3[CH2:6][C:5]=2[CH:4]=[CH:3][CH:2]=1.[OH-].[K+]. (5) Given the product [F:1][C:2]1[CH:3]=[C:4]([CH:38]=[C:39]([F:41])[CH:40]=1)[CH2:5][N:6]1[C:10]([CH3:11])=[C:9]([C:12]2[C:20]3[C:15](=[N:16][CH:17]=[C:18]([C:21]4[CH:22]=[C:23]([O:35][CH3:36])[C:24]([NH2:27])=[N:25][CH:26]=4)[CH:19]=3)[NH:14][CH:13]=2)[C:8]([CH3:37])=[N:7]1, predict the reactants needed to synthesize it. The reactants are: [F:1][C:2]1[CH:3]=[C:4]([CH:38]=[C:39]([F:41])[CH:40]=1)[CH2:5][N:6]1[C:10]([CH3:11])=[C:9]([C:12]2[C:20]3[C:15](=[N:16][CH:17]=[C:18]([C:21]4[CH:22]=[C:23]([O:35][CH3:36])[C:24]([NH:27]C(=O)OC(C)(C)C)=[N:25][CH:26]=4)[CH:19]=3)[NH:14][CH:13]=2)[C:8]([CH3:37])=[N:7]1. (6) Given the product [C:1]([O:5][C:6](=[O:16])[NH:7][CH2:8][CH2:9][CH:10]1[CH2:11][CH2:12][NH:13][CH2:14][CH2:15]1)([CH3:4])([CH3:2])[CH3:3], predict the reactants needed to synthesize it. The reactants are: [C:1]([O:5][C:6](=[O:16])[NH:7][CH2:8][CH2:9][C:10]1[CH:15]=[CH:14][N:13]=[CH:12][CH:11]=1)([CH3:4])([CH3:3])[CH3:2].Cl. (7) Given the product [NH:9]1[C:1]2[CH2:6][CH2:5][CH2:4][CH2:3][C:2]=2[C:10]([C:11]([O:13][CH2:14][CH3:15])=[O:12])=[N:8]1, predict the reactants needed to synthesize it. The reactants are: [C:1]1(=O)[CH2:6][CH2:5][CH2:4][CH2:3][CH2:2]1.[N+:8](=[CH:10][C:11]([O:13][CH2:14][CH3:15])=[O:12])=[N-:9].N1CCCC1. (8) Given the product [OH:8][C:5]1[CH:6]=[CH:7][C:2]([S:1][C:14]([CH3:16])([CH3:15])[C:13]([O:12][CH3:11])=[O:18])=[CH:3][CH:4]=1, predict the reactants needed to synthesize it. The reactants are: [SH:1][C:2]1[CH:7]=[CH:6][C:5]([OH:8])=[CH:4][CH:3]=1.[H-].[Na+].[CH3:11][O:12][C:13](=[O:18])[C:14](Br)([CH3:16])[CH3:15].O. (9) Given the product [CH2:1]([O:3][C:4](=[O:22])[C:5]([CH2:12][C:13]1[CH:18]=[CH:17][C:16]([O:19][CH3:20])=[CH:15][C:14]=1[F:21])=[C:6]([O:11][CH3:23])[C:7]([F:9])([F:8])[F:10])[CH3:2], predict the reactants needed to synthesize it. The reactants are: [CH2:1]([O:3][C:4](=[O:22])[CH:5]([CH2:12][C:13]1[CH:18]=[CH:17][C:16]([O:19][CH3:20])=[CH:15][C:14]=1[F:21])[C:6](=[O:11])[C:7]([F:10])([F:9])[F:8])[CH3:2].[C:23](=O)([O-])[O-].[Cs+].[Cs+].COS(C1C=CC(C)=CC=1)(=O)=O.P(=O)(O)(O)O.